Dataset: Forward reaction prediction with 1.9M reactions from USPTO patents (1976-2016). Task: Predict the product of the given reaction. (1) Given the reactants [CH:1]1([OH:5])[CH2:4][CH2:3][CH2:2]1.[Br:6][C:7]1[CH:12]=[CH:11][CH:10]=[C:9](Br)[N:8]=1, predict the reaction product. The product is: [Br:6][C:7]1[CH:12]=[CH:11][CH:10]=[C:9]([O:5][CH:1]2[CH2:4][CH2:3][CH2:2]2)[N:8]=1. (2) Given the reactants [CH3:1][O:2][C:3]1[C:19]([O:20][CH3:21])=[CH:18][C:6]2[NH:7][C:8]([C:10]3[C:14]([N+:15]([O-])=O)=[CH:13][NH:12][N:11]=3)=[N:9][C:5]=2[CH:4]=1, predict the reaction product. The product is: [CH3:21][O:20][C:19]1[C:3]([O:2][CH3:1])=[CH:4][C:5]2[NH:9][C:8]([C:10]3[C:14]([NH2:15])=[CH:13][NH:12][N:11]=3)=[N:7][C:6]=2[CH:18]=1. (3) Given the reactants Br[C:2]1[C:3]([C:8]#[N:9])=[N:4][CH:5]=[CH:6][CH:7]=1.C(=O)([O-])[O-].[K+].[K+].[C:16]1([CH3:25])[CH:21]=[CH:20][CH:19]=[CH:18][C:17]=1B(O)O, predict the reaction product. The product is: [C:16]1([CH3:25])[CH:21]=[CH:20][CH:19]=[CH:18][C:17]=1[C:2]1[C:3]([C:8]#[N:9])=[N:4][CH:5]=[CH:6][CH:7]=1.